Dataset: Reaction yield outcomes from USPTO patents with 853,638 reactions. Task: Predict the reaction yield, written as a fraction of the theoretical maximum amount of product (1.0 means a 100% yield; for example, 0.34 means a 34% yield). (1) The reactants are Cl[C:2]1[N:11]=[C:10]([NH:12][CH2:13][CH:14]([C:21]2[CH:26]=[CH:25][CH:24]=[CH:23][CH:22]=2)[C:15]2[CH:20]=[CH:19][CH:18]=[CH:17][CH:16]=2)[C:9]2[C:4](=[CH:5][CH:6]=[CH:7][CH:8]=2)[N:3]=1.CC1(C)C(C)(C)OB([C:35]2[CH:36]=[C:37]3[CH:43]=[CH:42][NH:41][C:38]3=[N:39][CH:40]=2)O1.C(NC1C2C(=CC=CC=2)N=C(C2SC3C=CC=CC=3C=2)N=1)(C1C=CC=CC=1)C1C=CC=CC=1. The catalyst is C(Cl)(Cl)Cl.CO. The product is [C:15]1([CH:14]([C:21]2[CH:26]=[CH:25][CH:24]=[CH:23][CH:22]=2)[CH2:13][NH:12][C:10]2[C:9]3[C:4](=[CH:5][CH:6]=[CH:7][CH:8]=3)[N:3]=[C:2]([C:35]3[CH:36]=[C:37]4[CH:43]=[CH:42][NH:41][C:38]4=[N:39][CH:40]=3)[N:11]=2)[CH:20]=[CH:19][CH:18]=[CH:17][CH:16]=1. The yield is 0.200. (2) The reactants are [CH3:1][CH:2]([N:4]1[C:8]2[N:9]=[C:10]([C:16]3[CH:21]=[CH:20][CH:19]=[CH:18][CH:17]=3)[CH:11]=[C:12]([C:13]([OH:15])=O)[C:7]=2[CH:6]=[N:5]1)[CH3:3].[NH2:22][CH2:23][C:24]1[C:25](=[O:32])[NH:26][C:27]([CH3:31])=[CH:28][C:29]=1[CH3:30].Cl.ON1C2N=CC=CC=2N=N1.CN1CCOCC1.C(Cl)CCl. The catalyst is CS(C)=O.O. The product is [CH3:30][C:29]1[CH:28]=[C:27]([CH3:31])[NH:26][C:25](=[O:32])[C:24]=1[CH2:23][NH:22][C:13]([C:12]1[C:7]2[CH:6]=[N:5][N:4]([CH:2]([CH3:3])[CH3:1])[C:8]=2[N:9]=[C:10]([C:16]2[CH:17]=[CH:18][CH:19]=[CH:20][CH:21]=2)[CH:11]=1)=[O:15]. The yield is 0.700. (3) The reactants are C(ON=O)(C)(C)C.C(#N)C.N[C:12]1[N:17]=[CH:16][C:15]([C:18]2[CH:19]=[C:20]([CH:26]=[CH:27][CH:28]=2)[C:21]([O:23][CH2:24][CH3:25])=[O:22])=[CH:14][C:13]=1[N+:29]([O-:31])=[O:30].[ClH:32]. The catalyst is C(OCC)(=O)C.[Cu](Cl)Cl. The product is [Cl:32][C:12]1[N:17]=[CH:16][C:15]([C:18]2[CH:19]=[C:20]([CH:26]=[CH:27][CH:28]=2)[C:21]([O:23][CH2:24][CH3:25])=[O:22])=[CH:14][C:13]=1[N+:29]([O-:31])=[O:30]. The yield is 0.610. (4) The reactants are [NH2:1][C@H:2]([CH3:24])[C@H:3]([NH:8][C:9](=[O:23])[C:10]1[CH:15]=[CH:14][C:13]([C:16]#[C:17][C:18]#[C:19][C@@H:20]([OH:22])[CH3:21])=[CH:12][CH:11]=1)[C:4](OC)=[O:5].[NH2:25][OH:26]. The catalyst is CC(O)C. The product is [NH2:1][C@H:2]([CH3:24])[C@H:3]([NH:8][C:9](=[O:23])[C:10]1[CH:15]=[CH:14][C:13]([C:16]#[C:17][C:18]#[C:19][C@@H:20]([OH:22])[CH3:21])=[CH:12][CH:11]=1)[C:4]([NH:25][OH:26])=[O:5]. The yield is 0.303. (5) The product is [C:39]([C:38]1[CH:41]=[CH:42][C:35]([NH:33][N:34]=[CH:4][C:5]#[C:6][C:7]2[N:12]=[C:11]([C:13]([O:15][CH3:16])=[O:14])[C:10](=[O:17])[N:9]([C:18]3[CH:23]=[CH:22][CH:21]=[C:20]([C:24]([F:25])([F:26])[F:27])[CH:19]=3)[C:8]=2[CH3:28])=[CH:36][CH:37]=1)#[N:40]. The reactants are C(O[CH:4](OCC)[C:5]#[C:6][C:7]1[N:12]=[C:11]([C:13]([O:15][CH3:16])=[O:14])[C:10](=[O:17])[N:9]([C:18]2[CH:23]=[CH:22][CH:21]=[C:20]([C:24]([F:27])([F:26])[F:25])[CH:19]=2)[C:8]=1[CH3:28])C.Cl.[NH:33]([C:35]1[CH:42]=[CH:41][C:38]([C:39]#[N:40])=[CH:37][CH:36]=1)[NH2:34].O. The yield is 0.950. The catalyst is CO. (6) The reactants are [CH2:1]([Si:3]([CH2:13][CH3:14])([CH2:11][CH3:12])[O:4][C:5](/[CH:7]=[CH:8]/[CH2:9][CH3:10])=[CH2:6])[CH3:2].CC(C)(C)/C(/O)=C/C(C(C(C(F)(F)F)(F)F)(F)F)=O.CC(C)(C)/C(/O)=C/C(C(C(C(F)(F)F)(F)F)(F)F)=O.CC(C)(C)/C(/O)=C/C(C(C(C(F)(F)F)(F)F)(F)F)=O.[Eu].[N+:73]([C:76]1[CH:83]=[N:82][CH:81]=[CH:80][C:77]=1[CH:78]=[O:79])([O-:75])=[O:74]. The catalyst is C(Cl)(Cl)Cl. The product is [CH2:9]([C@H:8]1[O:79][C@@H:78]([C:77]2[CH:80]=[CH:81][N:82]=[CH:83][C:76]=2[N+:73]([O-:75])=[O:74])[CH2:6][C:5]([O:4][Si:3]([CH2:11][CH3:12])([CH2:1][CH3:2])[CH2:13][CH3:14])=[CH:7]1)[CH3:10]. The yield is 0.680.